From a dataset of Forward reaction prediction with 1.9M reactions from USPTO patents (1976-2016). Predict the product of the given reaction. Given the reactants C(OC([N:8]1[CH2:13][CH2:12][CH:11]([C:14]2[CH:19]=[CH:18][C:17]([NH:20][C:21]3[N:38]=[C:24]4[C:25]([C:29]5[CH:34]=[CH:33][CH:32]=[C:31]([O:35][CH3:36])[C:30]=5[F:37])=[CH:26][CH:27]=[CH:28][N:23]4[N:22]=3)=[CH:16][CH:15]=2)[CH2:10][CH2:9]1)=O)(C)(C)C.FC(F)(F)C(O)=O, predict the reaction product. The product is: [F:37][C:30]1[C:31]([O:35][CH3:36])=[CH:32][CH:33]=[CH:34][C:29]=1[C:25]1[C:24]2[N:23]([N:22]=[C:21]([NH:20][C:17]3[CH:18]=[CH:19][C:14]([CH:11]4[CH2:10][CH2:9][NH:8][CH2:13][CH2:12]4)=[CH:15][CH:16]=3)[N:38]=2)[CH:28]=[CH:27][CH:26]=1.